This data is from Reaction yield outcomes from USPTO patents with 853,638 reactions. The task is: Predict the reaction yield, written as a fraction of the theoretical maximum amount of product (1.0 means a 100% yield; for example, 0.34 means a 34% yield). (1) The reactants are [Br:1][CH2:2][CH2:3][CH2:4][CH2:5][CH2:6][CH2:7][CH2:8][CH2:9][CH2:10]Br.[CH:12]1[C:21]2[C:16](=[CH:17][CH:18]=[CH:19][CH:20]=2)[CH:15]=[CH:14][N:13]=1. No catalyst specified. The product is [Br-:1].[Br-:1].[CH2:2]([N+:13]1[CH:14]=[CH:15][C:16]2[C:21](=[CH:20][CH:19]=[CH:18][CH:17]=2)[CH:12]=1)[CH2:3][CH2:4][CH2:5][CH2:6][CH2:7][CH2:8][CH2:9][CH2:10][N+:13]1[CH:14]=[CH:15][C:16]2[C:21](=[CH:20][CH:19]=[CH:18][CH:17]=2)[CH:12]=1. The yield is 0.920. (2) The reactants are [CH3:1][C:2]1([CH3:12])[O:6][C:5](=[CH:7][C:8]([OH:10])=O)[C:4](=[O:11])[O:3]1.C(Cl)(=O)C(Cl)=O.Cl.[Cl:20][C:21]1[CH:22]=[C:23]([CH:27]=[CH:28][C:29]=1[Cl:30])[CH2:24][NH:25][CH3:26].[Cl-].[Na+]. The catalyst is C1C=CC=CC=1.C(Cl)Cl.N1C=CC=CC=1.Cl. The product is [Cl:20][C:21]1[CH:22]=[C:23]([CH:27]=[CH:28][C:29]=1[Cl:30])[CH2:24][N:25]([CH3:26])[C:8](=[O:10])[CH:7]=[C:5]1[C:4](=[O:11])[O:3][C:2]([CH3:1])([CH3:12])[O:6]1. The yield is 0.820. (3) The reactants are [Br:1][C:2]1[CH:7]=[CH:6][C:5]([NH:8][C:9](=O)[CH3:10])=[C:4]([C:12]([F:15])([F:14])[F:13])[CH:3]=1.C(Cl)Cl.[N-:19]=[N+:20]=[N-:21].[Na+].FC(F)(F)S(OS(C(F)(F)F)(=O)=O)(=O)=O. The catalyst is C(#N)C. The product is [Br:1][C:2]1[CH:7]=[CH:6][C:5]([N:8]2[C:9]([CH3:10])=[N:21][N:20]=[N:19]2)=[C:4]([C:12]([F:15])([F:14])[F:13])[CH:3]=1. The yield is 0.700. (4) The reactants are [C:1]1([C:7]2[O:11][N:10]=[CH:9][C:8]=2[CH2:12][CH2:13][C:14]([OH:16])=O)[CH:6]=[CH:5][CH:4]=[CH:3][CH:2]=1.[CH2:17]([N:19](CC)CC)[CH3:18].C(Cl)(=O)OCC.C(N)C. The catalyst is O.O1CCCC1. The product is [CH2:17]([NH:19][C:14](=[O:16])[CH2:13][CH2:12][C:8]1[CH:9]=[N:10][O:11][C:7]=1[C:1]1[CH:2]=[CH:3][CH:4]=[CH:5][CH:6]=1)[CH3:18]. The yield is 0.830. (5) The reactants are [CH3:1][N:2]([C:4]1[CH:5]=[C:6]([CH:11]=[CH:12][C:13]=1[OH:14])[C:7]([O:9][CH3:10])=[O:8])[CH3:3].C(OC([N:22]1[CH2:28][CH2:27][CH2:26][C@H:23]1[CH2:24]O)=O)(C)(C)C.C1C=CC(P(C2C=CC=CC=2)C2C=CC=CC=2)=CC=1.CC(OC(/N=N/C(OC(C)C)=O)=O)C.C(O)(C(F)(F)F)=O. The catalyst is C1COCC1.C(Cl)Cl. The product is [CH3:1][N:2]([C:4]1[CH:5]=[C:6]([CH:11]=[CH:12][C:13]=1[O:14][CH2:24][CH:23]1[CH2:26][CH2:27][CH2:28][NH:22]1)[C:7]([O:9][CH3:10])=[O:8])[CH3:3]. The yield is 0.890. (6) The reactants are Br.Br[CH2:3][C:4]([C:6]1[C:7]([CH3:14])=[N:8][C:9]([CH3:13])=[CH:10][C:11]=1[CH3:12])=O.[NH2:15][C:16]([NH2:18])=[S:17]. The catalyst is CCO. The product is [CH3:14][C:7]1[C:6]([C:4]2[N:15]=[C:16]([NH2:18])[S:17][CH:3]=2)=[C:11]([CH3:12])[CH:10]=[C:9]([CH3:13])[N:8]=1. The yield is 0.620.